This data is from Forward reaction prediction with 1.9M reactions from USPTO patents (1976-2016). The task is: Predict the product of the given reaction. (1) Given the reactants [F:1][C:2]([F:14])([F:13])[C:3]1[CH:8]=[CH:7][C:6]([CH2:9][C:10]([OH:12])=O)=[CH:5][CH:4]=1.O.ON1C2C=CC=CC=2N=N1.CCN=C=NCCCN(C)C.[N:37]1([C@@H:42]2[CH2:47][CH2:46][CH2:45][CH2:44][C@H:43]2[NH:48][CH3:49])[CH2:41][CH2:40][CH2:39][CH2:38]1.C(N(CC)C(C)C)(C)C.[NH4+].[OH-].C(Cl)[Cl:62], predict the reaction product. The product is: [ClH:62].[F:13][C:2]([F:1])([F:14])[C:3]1[CH:4]=[CH:5][C:6]([CH2:9][C:10]([N:48]([CH3:49])[C@@H:43]2[CH2:44][CH2:45][CH2:46][CH2:47][C@H:42]2[N:37]2[CH2:41][CH2:40][CH2:39][CH2:38]2)=[O:12])=[CH:7][CH:8]=1. (2) The product is: [Cl:1][C:2]1[CH:7]=[C:6]([Cl:8])[N:5]=[N:4][C:3]=1[C:9]([OH:11])=[O:10]. Given the reactants [Cl:1][C:2]1[CH:7]=[C:6]([Cl:8])[N:5]=[N:4][C:3]=1[C:9]([O:11]C)=[O:10].[Li+].[OH-].Cl, predict the reaction product. (3) Given the reactants Cl[C:2]1[C:7]([C:8]([OH:10])=[O:9])=[CH:6][C:5]([F:11])=[CH:4][N:3]=1.Cl.[F:13][C:14]1([F:19])[CH2:17][CH:16]([NH2:18])[CH2:15]1.C(=O)([O-])[O-].[K+].[K+].Cl, predict the reaction product. The product is: [F:13][C:14]1([F:19])[CH2:17][CH:16]([NH:18][C:2]2[N:3]=[CH:4][C:5]([F:11])=[CH:6][C:7]=2[C:8]([OH:10])=[O:9])[CH2:15]1. (4) Given the reactants [Cl:1][C:2]1[C:3]2[N:4]([CH:8]=[N:9][CH:10]=2)[CH:5]=[CH:6][N:7]=1.[Li]CCCC.CCCCCC.[I:22]I, predict the reaction product. The product is: [Cl:1][C:2]1[C:3]2[N:4]([C:8]([I:22])=[N:9][CH:10]=2)[CH:5]=[CH:6][N:7]=1. (5) The product is: [Cl:1][C:2]1[CH:3]=[CH:4][C:5](/[CH:6]=[CH:17]/[C:19]2[CH:20]=[C:21]([CH:27]=[CH:28][C:29]=2[O:30][CH3:31])[C:22]([O:24][CH2:25][CH3:26])=[O:23])=[CH:15][CH:16]=1. Given the reactants [Cl:1][C:2]1[CH:16]=[CH:15][C:5]([CH2:6]P(=O)(OCC)OCC)=[CH:4][CH:3]=1.[CH:17]([C:19]1[CH:20]=[C:21]([CH:27]=[CH:28][C:29]=1[O:30][CH3:31])[C:22]([O:24][CH2:25][CH3:26])=[O:23])=O, predict the reaction product. (6) Given the reactants B(Br)(Br)Br.[CH2:5]([C:7]1([S:22]([C:25]2[CH:30]=[CH:29][CH:28]=[C:27]([C:31]([F:34])([F:33])[F:32])[CH:26]=2)(=[O:24])=[O:23])[CH2:12][CH2:11][O:10][CH:9]([CH2:13][O:14]CC2C=CC=CC=2)[CH2:8]1)[CH3:6], predict the reaction product. The product is: [CH2:5]([C:7]1([S:22]([C:25]2[CH:30]=[CH:29][CH:28]=[C:27]([C:31]([F:33])([F:34])[F:32])[CH:26]=2)(=[O:23])=[O:24])[CH2:12][CH2:11][O:10][CH:9]([CH2:13][OH:14])[CH2:8]1)[CH3:6].